Dataset: Reaction yield outcomes from USPTO patents with 853,638 reactions. Task: Predict the reaction yield, written as a fraction of the theoretical maximum amount of product (1.0 means a 100% yield; for example, 0.34 means a 34% yield). (1) The reactants are [Cl:1][C:2]1[CH:9]=[CH:8][C:5]([C:6]#[N:7])=[C:4](F)[CH:3]=1.Br.[CH3:12][N:13]([CH2:15][C:16]1[C:17]([S:23][CH2:24][CH3:25])=[C:18]([OH:22])[CH:19]=[CH:20][CH:21]=1)[CH3:14].C(=O)([O-])[O-].[Cs+].[Cs+].O. The catalyst is CN(C=O)C. The product is [Cl:1][C:2]1[CH:9]=[CH:8][C:5]([C:6]#[N:7])=[C:4]([O:22][C:18]2[CH:19]=[CH:20][CH:21]=[C:16]([CH2:15][N:13]([CH3:12])[CH3:14])[C:17]=2[S:23][CH2:24][CH3:25])[CH:3]=1. The yield is 0.520. (2) The reactants are [CH3:1][O:2][CH2:3][CH:4]([NH:6][C:7]([C:9]1[CH:10]=[C:11]([C:16]2[CH:21]=[CH:20][C:19]([CH3:22])=[CH:18][CH:17]=2)[CH:12]=[C:13](I)[CH:14]=1)=[O:8])[CH3:5].[CH3:23][C:24]1[N:25]=[CH:26][S:27][CH:28]=1.CC(O[K])=O. The catalyst is CN(C=O)C.C1C=CC([P]([Pd]([P](C2C=CC=CC=2)(C2C=CC=CC=2)C2C=CC=CC=2)([P](C2C=CC=CC=2)(C2C=CC=CC=2)C2C=CC=CC=2)[P](C2C=CC=CC=2)(C2C=CC=CC=2)C2C=CC=CC=2)(C2C=CC=CC=2)C2C=CC=CC=2)=CC=1. The product is [CH3:1][O:2][CH2:3][CH:4]([NH:6][C:7]([C:9]1[CH:10]=[C:11]([C:16]2[CH:21]=[CH:20][C:19]([CH3:22])=[CH:18][CH:17]=2)[CH:12]=[C:13]([C:28]2[S:27][CH:26]=[N:25][C:24]=2[CH3:23])[CH:14]=1)=[O:8])[CH3:5]. The yield is 0.800. (3) The reactants are [H-].[Na+].[C:3]1([SH:9])[CH:8]=[CH:7][CH:6]=[CH:5][CH:4]=1.Cl[CH:11]([CH2:16][C:17]1[CH:39]=[CH:38][C:20]2[C:21]([CH2:24][CH2:25][C:26]3[N:27]=[C:28]([C:32]4[CH:37]=[CH:36][CH:35]=[CH:34][CH:33]=4)[O:29][C:30]=3[CH3:31])=[N:22][O:23][C:19]=2[CH:18]=1)[C:12]([O:14][CH3:15])=[O:13].O. The catalyst is CN(C=O)C. The product is [C:3]1([S:9][CH:11]([CH2:16][C:17]2[CH:39]=[CH:38][C:20]3[C:21]([CH2:24][CH2:25][C:26]4[N:27]=[C:28]([C:32]5[CH:33]=[CH:34][CH:35]=[CH:36][CH:37]=5)[O:29][C:30]=4[CH3:31])=[N:22][O:23][C:19]=3[CH:18]=2)[C:12]([O:14][CH3:15])=[O:13])[CH:8]=[CH:7][CH:6]=[CH:5][CH:4]=1. The yield is 0.680. (4) The reactants are [C:1]([N:4]1[C:13]2[C:8](=[CH:9][C:10]([C:14](O)=[O:15])=[CH:11][CH:12]=2)[C@H:7]([NH:17][C:18]2[CH:23]=[CH:22][CH:21]=[C:20]([CH3:24])[N:19]=2)[C@@H:6]([CH3:25])[C@@H:5]1[CH:26]1[CH2:28][CH2:27]1)(=[O:3])[CH3:2].CN(C(ON1N=NC2C=CC=NC1=2)=[N+](C)C)C.F[P-](F)(F)(F)(F)F.[CH3:53][O:54][CH2:55][CH2:56][CH2:57][NH2:58].CCN(C(C)C)C(C)C. The catalyst is CN(C)C=O. The product is [C:1]([N:4]1[C:13]2[C:8](=[CH:9][C:10]([C:14]([NH:58][CH2:57][CH2:56][CH2:55][O:54][CH3:53])=[O:15])=[CH:11][CH:12]=2)[C@H:7]([NH:17][C:18]2[CH:23]=[CH:22][CH:21]=[C:20]([CH3:24])[N:19]=2)[C@@H:6]([CH3:25])[C@@H:5]1[CH:26]1[CH2:28][CH2:27]1)(=[O:3])[CH3:2]. The yield is 0.570. (5) The reactants are Br[C:2]1[CH:7]=[CH:6][C:5]([C@H:8]2[O:13][CH2:12][CH2:11][N:10]([C:14]([O:16][C:17]([CH3:20])([CH3:19])[CH3:18])=[O:15])[CH2:9]2)=[CH:4][CH:3]=1.[C:21]1([C:27]([C:29]2[CH:34]=[CH:33][CH:32]=[CH:31][CH:30]=2)=[NH:28])[CH:26]=[CH:25][CH:24]=[CH:23][CH:22]=1.CC(C)([O-])C.[Na+]. The catalyst is C1(C)C=CC=CC=1.C1C=CC(/C=C/C(/C=C/C2C=CC=CC=2)=O)=CC=1.C1C=CC(/C=C/C(/C=C/C2C=CC=CC=2)=O)=CC=1.C1C=CC(/C=C/C(/C=C/C2C=CC=CC=2)=O)=CC=1.[Pd].[Pd].C1C=CC(P(C2C(C3C(P(C4C=CC=CC=4)C4C=CC=CC=4)=CC=C4C=3C=CC=C4)=C3C(C=CC=C3)=CC=2)C2C=CC=CC=2)=CC=1. The product is [C:21]1([C:27](=[N:28][C:2]2[CH:7]=[CH:6][C:5]([C@H:8]3[O:13][CH2:12][CH2:11][N:10]([C:14]([O:16][C:17]([CH3:20])([CH3:19])[CH3:18])=[O:15])[CH2:9]3)=[CH:4][CH:3]=2)[C:29]2[CH:30]=[CH:31][CH:32]=[CH:33][CH:34]=2)[CH:26]=[CH:25][CH:24]=[CH:23][CH:22]=1. The yield is 0.860. (6) The reactants are [O:1]1[C:5]2=[CH:6][N:7]=[C:8]([CH2:10][OH:11])[CH:9]=[C:4]2[CH:3]=[CH:2]1.C1(N(Cl)C(=O)N(Cl)C(=O)N1Cl)=O. The catalyst is CC(C)=O.CC1(C)N([O])C(C)(C)CCC1. The product is [O:1]1[C:5]2=[CH:6][N:7]=[C:8]([CH:10]=[O:11])[CH:9]=[C:4]2[CH:3]=[CH:2]1. The yield is 0.950. (7) The reactants are Cl.[N:2]1[C:12]2[C:11]3[S:13][C:14]([C:16]4[CH:30]=[CH:29][C:19]([CH2:20][NH:21]C(=O)OC(C)(C)C)=[CH:18][CH:17]=4)=[CH:15][C:10]=3[CH2:9][CH2:8][O:7][C:6]=2[CH:5]=[CH:4][CH:3]=1. The catalyst is O1CCOCC1.C(Cl)Cl. The product is [N:2]1[C:12]2[C:11]3[S:13][C:14]([C:16]4[CH:30]=[CH:29][C:19]([CH2:20][NH2:21])=[CH:18][CH:17]=4)=[CH:15][C:10]=3[CH2:9][CH2:8][O:7][C:6]=2[CH:5]=[CH:4][CH:3]=1. The yield is 0.550.